Dataset: Catalyst prediction with 721,799 reactions and 888 catalyst types from USPTO. Task: Predict which catalyst facilitates the given reaction. Reactant: O1CCCC1.[H-].[Al+3].[Li+].[H-].[H-].[H-].[CH3:12][C:13]1[O:17][C:16]([C:18]2[CH:23]=[CH:22][C:21]([CH3:24])=[CH:20][CH:19]=2)=[N:15][C:14]=1[CH2:25][C:26]1[CH:27]=[C:28]([CH:41]=[CH:42][CH:43]=1)[CH2:29][CH:30]([C:36](OCC)=[O:37])[C:31](OCC)=[O:32].[OH-].[Na+]. Product: [CH3:12][C:13]1[O:17][C:16]([C:18]2[CH:19]=[CH:20][C:21]([CH3:24])=[CH:22][CH:23]=2)=[N:15][C:14]=1[CH2:25][C:26]1[CH:27]=[C:28]([CH:41]=[CH:42][CH:43]=1)[CH2:29][CH:30]([CH2:36][OH:37])[CH2:31][OH:32]. The catalyst class is: 6.